Dataset: Experimentally validated miRNA-target interactions with 360,000+ pairs, plus equal number of negative samples. Task: Binary Classification. Given a miRNA mature sequence and a target amino acid sequence, predict their likelihood of interaction. (1) The miRNA is mmu-miR-335-5p with sequence UCAAGAGCAAUAACGAAAAAUGU. The protein sequence of the target gene is MPGIVVFRRRWSVGSDDLVLPAIFLFLLHTTWFVILSVVLFGLVYNPHEACSLNLVDHGRGYLGILLSCMIAEMAIIWLSMRGGILYTEPRDSMQYVLYVRLAILVIEFIYAIVGIVWLTQYYTSCNDLTAKNVTLGMVVCNWVVILSVCITVLCVFDPTGRTFVKLRATKRRQRNLRTYNLRHRLEEGQATSWSRRLKVFLCCTRTKDSQSDAYSEIAYLFAEFFRDLDIVPSDIIAGLVLLRQRQRAKRNAVLDEANNDILAFLSGMPVTRNTKYLDLKNSHEMLRYKEVCYYMLFAL.... Result: 0 (no interaction). (2) The miRNA is hsa-miR-1287-3p with sequence CUCUAGCCACAGAUGCAGUGAU. The protein sequence of the target gene is MGTTEATLRMENVDVRDEWQDEDLPRPLPEDTGVERLGGAVEDSSSPPSTLNLSGAHRKRKTLVAPEINISLDQSEGSLLSDDFLDTPDDLDINVDDIETPDETDSLEFLGNGNELEWEDDTPVATAKNMPGDSADLFGDGSAEDGSAANGRLWRTVIIGEQEHRIDLHMIRPYMKVVTHGGYYGEGLNAIIVFAACFLPDSSSPDYHYIMENLFLYVISSLELLVAEDYMIVYLNGATPRRRMPGIGWLKKCYHMIDRRLRKNLKSLIIVHPSWFIRTVLAISRPFISVKFISKIQYVH.... Result: 0 (no interaction). (3) The miRNA is dme-miR-79-3p with sequence UAAAGCUAGAUUACCAAAGCAU. The protein sequence of the target gene is MAVSVPGYSPSFKRPPETVRLRRKRSRDHGAAVPASLPEPAPRRAALAAGLPLRPFPTAGGRGGAAATIARRNPFARLDNRPRVSDEASEEPLRGPQGASGPLLDSNEENNLLWEDTSSHERTGTELSQSQRVSLSESDTWSSDGTELPVDWSIKTRLLFTSSQPFSWADHLKAQEEAQGLVQHCRATEVTLPQSIQDPKLSTALRCAFQQALVYWLHPAFSWLPLFPRIGADRKMAAKTSPWSADETLQHALMSDWSVSFTSLYNLLKTKLCPYFYVCSYQFTVLFRAAGLAGSSVITA.... Result: 0 (no interaction). (4) The miRNA is ssc-miR-181d-5p with sequence AACAUUCAUUGUUGUCGGUGGGUU. The protein sequence of the target gene is MVTHSKFPAAGMSRPLDTSLRLKTFSSKSEYQLVVNAVRKLQESGFYWSAVTGGEANLLLSAEPAGTFLIRDSSDQRHFFTLSVETQSGTKNLRIQCEGGSFSLQSDPRSTQPVPRFDCVLKLVHHYMPPPGAPSFSLPPTEPSFEVQEQPPAQALPGGTPKRAYYIYSGGEKIPLVLSRPLSSNVATLQHLCRKTVNGHLDSYEKVTQLPGPIREFLDQYDAPL. Result: 0 (no interaction). (5) The miRNA is hsa-miR-4485-5p with sequence ACCGCCUGCCCAGUGA. The protein sequence of the target gene is MAGWIQAQQLQGDALRQMQVLYGQHFPIEVRHYLAQWIESQPWDAIDLDNPQDRGQATQLLEGLVQELQKKAEHQVGEDGFLLKIKLGHYATQLQNTYDRCPMELVRCIRHILYNEQRLVREANNCSSPAGVLVDAMSQKHLQINQRFEELRLITQDTENELKKLQQTQEYFIIQYQESLRIQAQFAQLGQLNPQERMSRETALQQKQVSLETWLQREAQTLQQYRVELAEKHQKTLQLLRKQQTIILDDELIQWKRRQQLAGNGGPPEGSLDVLQSWCEKLAEIIWQNRQQIRRAEHLC.... Result: 0 (no interaction). (6) The miRNA is hsa-miR-6867-5p with sequence UGUGUGUGUAGAGGAAGAAGGGA. The protein sequence of the target gene is MDERFNKWLLTPVLTLLFVVIMYQYVSPSCTSSCTNFGEQPRAGEAGPPAVPGPARRAQAPPEEWERRPQLPPPPRGPPEGPRGAAAPEEEDEEPGDPREGEEEEEEDEPDPEAPENGSLPRFVPRFNFSLKDLTRFVDFNIKGRDVIVFLHIQKTGGTTFGRHLVKNIRLEQPCSCKAGQKKCTCHRPGKKETWLFSRFSTGWSCGLHADWTELTNCVPAIMEKKDCPRNHSHTRNFYYITMLRDPVSRYLSEWKHVQRGATWKTSLHMCDGRSPTPDELPTCYPGDDWSGVSLREFMD.... Result: 1 (interaction). (7) The miRNA is hsa-miR-512-3p with sequence AAGUGCUGUCAUAGCUGAGGUC. The protein sequence of the target gene is MDLRVRTLLGGDRLRILLMFFHVMVQTVAEQEVENLSGLSTNPEKDIFVVRENGTTCLMAEFAAKFIVPYDVWASNYVDLITEQAEISLTRGAEVKGHCGHNESELEVFWVDHAYTLRMLFVKESHNTSKGPEATWNLNKVHFVYDSSEKTHFKAPVKVNKYIASSHHLSALVTPAGMSYECQAQQTISLASSDPQKTVTMILSAVHIQPFDIISDFVFSEEHKCPVDEQEQLEETLPLILGLILGLVIVITLVIYHIHHKMTANQVQIPRDRSQYKHMG. Result: 0 (no interaction). (8) The miRNA is hsa-miR-4423-5p with sequence AGUUGCCUUUUUGUUCCCAUGC. The protein sequence of the target gene is MGPGPCRVPRAPGWLLRALALMVAACGRVAFAFNLDTRFLVVKEAVNPGSLFGYSVALHRQTERQQRYLLLAGAPRDLAVGDDYTNRTGAVYLCPLTAHKDDCERMDISEKSDPDHHIIEDMWLGVTVASQGPAGRVLVCAHRYTKVLWSGLEDQRRMVGKCYVRGNDLQLDPGDDWQTYHNEMCNSNTDYLQTGMCQLGTSGGFTQNTVYFGAPGAYNWKGNSYMIQRKDWDLSEYSYRGSEEQGNLYIGYTVQVGNAILHPTDIITVVTGAPRHQHMGAVFLLKQESGGDLQRKQVLK.... Result: 0 (no interaction). (9) The miRNA is hsa-miR-144-3p with sequence UACAGUAUAGAUGAUGUACU. The protein sequence of the target gene is MAVPAAAMGPSALGQSGPGSMAPWCSVSSGPSRYVLGMQELFRGHSKTREFLAHSAKVHSVAWSCDGRRLASGSFDKTASVFLLEKDRLVKENNYRGHGDSVDQLCWHPSNPDLFVTASGDKTIRIWDVRTTKCIATVNTKGENINICWSPDGQTIAVGNKDDVVTFIDAKTHRSKAEEQFKFEVNEISWNNDNNMFFLTNGNGCINILSYPELKPVQSINAHPSNCICIKFDPMGKYFATGSADALVSLWDVDELVCVRCFSRLDWPVRTLSFSHDGKMLASASEDHFIDIAEVETGDK.... Result: 0 (no interaction).